Regression. Given two drug SMILES strings and cell line genomic features, predict the synergy score measuring deviation from expected non-interaction effect. From a dataset of NCI-60 drug combinations with 297,098 pairs across 59 cell lines. (1) Drug 1: C1=C(C(=O)NC(=O)N1)F. Drug 2: C1CN(CCN1C(=O)CCBr)C(=O)CCBr. Cell line: OVCAR-4. Synergy scores: CSS=32.4, Synergy_ZIP=1.74, Synergy_Bliss=0.834, Synergy_Loewe=-10.7, Synergy_HSA=-0.0745. (2) Drug 1: C1=CC=C(C(=C1)C(C2=CC=C(C=C2)Cl)C(Cl)Cl)Cl. Drug 2: COC1=C2C(=CC3=C1OC=C3)C=CC(=O)O2. Cell line: CAKI-1. Synergy scores: CSS=0.390, Synergy_ZIP=-0.715, Synergy_Bliss=-2.93, Synergy_Loewe=-0.963, Synergy_HSA=-2.47. (3) Drug 1: C1=CC(=CC=C1C#N)C(C2=CC=C(C=C2)C#N)N3C=NC=N3. Drug 2: COC1=NC(=NC2=C1N=CN2C3C(C(C(O3)CO)O)O)N. Cell line: SNB-75. Synergy scores: CSS=-4.09, Synergy_ZIP=2.46, Synergy_Bliss=-0.380, Synergy_Loewe=-4.94, Synergy_HSA=-4.74. (4) Drug 1: CC1CC2C3CCC4=CC(=O)C=CC4(C3(C(CC2(C1(C(=O)CO)O)C)O)F)C. Drug 2: CS(=O)(=O)CCNCC1=CC=C(O1)C2=CC3=C(C=C2)N=CN=C3NC4=CC(=C(C=C4)OCC5=CC(=CC=C5)F)Cl. Cell line: T-47D. Synergy scores: CSS=6.33, Synergy_ZIP=-3.48, Synergy_Bliss=-9.99, Synergy_Loewe=-19.1, Synergy_HSA=-11.4. (5) Drug 1: CCCS(=O)(=O)NC1=C(C(=C(C=C1)F)C(=O)C2=CNC3=C2C=C(C=N3)C4=CC=C(C=C4)Cl)F. Drug 2: CC1=C2C(C(=O)C3(C(CC4C(C3C(C(C2(C)C)(CC1OC(=O)C(C(C5=CC=CC=C5)NC(=O)C6=CC=CC=C6)O)O)OC(=O)C7=CC=CC=C7)(CO4)OC(=O)C)O)C)OC(=O)C. Cell line: NCI/ADR-RES. Synergy scores: CSS=-2.42, Synergy_ZIP=2.04, Synergy_Bliss=0.316, Synergy_Loewe=-2.29, Synergy_HSA=-2.77.